From a dataset of Forward reaction prediction with 1.9M reactions from USPTO patents (1976-2016). Predict the product of the given reaction. (1) Given the reactants [Br:1][C:2]1[CH:3]=[CH:4][C:5]2[O:10][CH2:9][C:8](=O)[NH:7][C:6]=2[C:12]=1[CH3:13].CO, predict the reaction product. The product is: [Br:1][C:2]1[CH:3]=[CH:4][C:5]2[O:10][CH2:9][CH2:8][NH:7][C:6]=2[C:12]=1[CH3:13]. (2) Given the reactants C(OC([N:8]1[CH2:13][CH2:12][CH:11]([C:14]2[CH:23]=[C:22]([F:24])[CH:21]=[C:20]3[C:15]=2[CH:16]=[CH:17][C:18]([CH3:25])=[N:19]3)[CH2:10][CH2:9]1)=O)(C)(C)C.FC(F)(F)C(O)=O.C([O-])(O)=O.[Na+], predict the reaction product. The product is: [F:24][C:22]1[CH:21]=[C:20]2[C:15]([CH:16]=[CH:17][C:18]([CH3:25])=[N:19]2)=[CH:14][CH:23]=1.[NH:8]1[CH2:9][CH:10]=[C:11]([C:14]2[CH:23]=[CH:22][CH:21]=[C:20]3[C:15]=2[CH:16]=[CH:17][CH:18]=[N:19]3)[CH2:12][CH2:13]1. (3) Given the reactants C(OC[N:9]1[C:13]2[N:14]=[N:15][CH:16]=[C:17]([C:18]3[CH:19]=[N:20][N:21]([CH:23]([CH:27]4[CH2:31][CH2:30][CH2:29][CH2:28]4)[CH2:24][C:25]#[N:26])[CH:22]=3)[C:12]=2[CH:11]=[CH:10]1)(=O)C(C)(C)C.[OH-].[Na+], predict the reaction product. The product is: [N:14]1[C:13]2[NH:9][CH:10]=[CH:11][C:12]=2[C:17]([C:18]2[CH:19]=[N:20][N:21]([CH:23]([CH:27]3[CH2:31][CH2:30][CH2:29][CH2:28]3)[CH2:24][C:25]#[N:26])[CH:22]=2)=[CH:16][N:15]=1. (4) Given the reactants [Br:1][C:2]1[CH:3]=[C:4]([CH2:11][C:12]([O:14][CH3:15])=[O:13])[CH:5]=[C:6]([CH:9]=[O:10])[C:7]=1[OH:8].[CH3:16][O:17][CH2:18][CH2:19][O:20][CH2:21]Cl, predict the reaction product. The product is: [Br:1][C:2]1[CH:3]=[C:4]([CH2:11][C:12]([O:14][CH3:15])=[O:13])[CH:5]=[C:6]([CH:9]=[O:10])[C:7]=1[O:8][CH2:16][O:17][CH2:18][CH2:19][O:20][CH3:21]. (5) The product is: [NH2:11][C@H:12]([CH2:16][O:17][CH:18]([CH3:21])[CH2:19][Cl:20])[C:13]([OH:15])=[O:14]. Given the reactants C(OC([NH:11][C@H:12]([CH2:16][O:17][CH:18]([CH3:21])[CH2:19][Cl:20])[C:13]([OH:15])=[O:14])=O)C1C=CC=CC=1, predict the reaction product. (6) Given the reactants C1(P(C2C=CC=CC=2)C2C=CC=CC=2)C=CC=CC=1.[C:20]([Br:24])(Br)(Br)[Br:21].[CH:25]([C@H:27]1[CH2:32][N:31]([C:33]([O:35][C:36]([CH3:39])([CH3:38])[CH3:37])=[O:34])[CH2:30][CH2:29][N:28]1[C:40]([O:42][CH2:43][C:44]1[CH:49]=[CH:48][CH:47]=[CH:46][CH:45]=1)=[O:41])=O, predict the reaction product. The product is: [Br:21][C:20]([Br:24])=[CH:25][C@H:27]1[CH2:32][N:31]([C:33]([O:35][C:36]([CH3:37])([CH3:38])[CH3:39])=[O:34])[CH2:30][CH2:29][N:28]1[C:40]([O:42][CH2:43][C:44]1[CH:49]=[CH:48][CH:47]=[CH:46][CH:45]=1)=[O:41]. (7) The product is: [C:31]([N:33]1[CH2:38][CH2:37][CH2:36][CH:35]([C:8]2[CH:9]=[N:10][C:2]([O:25][C:22]3[CH:21]=[CH:20][C:19]([O:12][C:13]4[CH:18]=[CH:17][CH:16]=[CH:15][CH:14]=4)=[CH:24][CH:23]=3)=[C:3]([C:4]([NH2:6])=[O:5])[CH:7]=2)[CH2:34]1)#[N:42]. Given the reactants Cl[C:2]1[N:10]=[CH:9][C:8](Cl)=[CH:7][C:3]=1[C:4]([NH2:6])=[O:5].[O:12]([C:19]1[CH:24]=[CH:23][C:22]([OH:25])=[CH:21][CH:20]=1)[C:13]1[CH:18]=[CH:17][CH:16]=[CH:15][CH:14]=1.C(O[C:31]([N:33]1[CH2:38][CH2:37][CH:36]=[C:35](B(O)O)[CH2:34]1)=O)(C)(C)C.[N:42]#CBr, predict the reaction product.